This data is from Full USPTO retrosynthesis dataset with 1.9M reactions from patents (1976-2016). The task is: Predict the reactants needed to synthesize the given product. Given the product [C:1]([O:5][C:6](=[O:7])[NH:8][C@H:9]([CH:13]1[CH2:15][CH2:14]1)[C:10]([N:43]1[CH2:44][CH:41]([C:39]#[N:40])[CH2:42]1)=[O:12])([CH3:2])([CH3:3])[CH3:4], predict the reactants needed to synthesize it. The reactants are: [C:1]([O:5][C:6]([NH:8][C@H:9]([CH:13]1[CH2:15][CH2:14]1)[C:10]([OH:12])=O)=[O:7])([CH3:4])([CH3:3])[CH3:2].F[B-](F)(F)F.N1(OC(N(C)C)=[N+](C)C)C2C=CC=CC=2N=N1.Cl.[C:39]([CH:41]1[CH2:44][NH:43][CH2:42]1)#[N:40].C(N(CC)C(C)C)(C)C.Cl.